The task is: Predict the product of the given reaction.. This data is from Forward reaction prediction with 1.9M reactions from USPTO patents (1976-2016). (1) Given the reactants S[C:2]1[NH:6][N:5]=[C:4]([CH2:7][CH2:8][C:9]([O:11]CC)=[O:10])[N:3]=1.N([O-])=O.[Na+].[N+]([O-])(O)=O.C(=O)([O-])[O-].[Na+].[Na+], predict the reaction product. The product is: [NH:6]1[CH:2]=[N:3][C:4]([CH2:7][CH2:8][C:9]([OH:11])=[O:10])=[N:5]1. (2) Given the reactants [ClH:1].C(OC([N:9]([CH2:25][CH2:26][C:27]1[CH:32]=[CH:31][CH:30]=[CH:29][C:28]=1[O:33][CH2:34][C:35]1[CH:40]=[CH:39][C:38]([CH2:41][CH2:42][C:43]2[CH:48]=[CH:47][C:46]([F:49])=[CH:45][CH:44]=2)=[CH:37][CH:36]=1)[CH:10]1[CH2:19][CH2:18][CH2:17][C:16]2[N:15]=[C:14]([C:20]([O:22][CH2:23][CH3:24])=[O:21])[CH:13]=[CH:12][C:11]1=2)=O)(C)(C)C, predict the reaction product. The product is: [ClH:1].[ClH:1].[F:49][C:46]1[CH:47]=[CH:48][C:43]([CH2:42][CH2:41][C:38]2[CH:37]=[CH:36][C:35]([CH2:34][O:33][C:28]3[CH:29]=[CH:30][CH:31]=[CH:32][C:27]=3[CH2:26][CH2:25][NH:9][CH:10]3[CH2:19][CH2:18][CH2:17][C:16]4[N:15]=[C:14]([C:20]([O:22][CH2:23][CH3:24])=[O:21])[CH:13]=[CH:12][C:11]3=4)=[CH:40][CH:39]=2)=[CH:44][CH:45]=1. (3) Given the reactants [F:1][CH2:2][CH2:3][N:4]1[CH2:8][CH2:7][C@@H:6]([O:9][C:10]2[CH:15]=[CH:14][C:13]([N+:16]([O-])=O)=[CH:12][N:11]=2)[CH2:5]1, predict the reaction product. The product is: [F:1][CH2:2][CH2:3][N:4]1[CH2:8][CH2:7][C@@H:6]([O:9][C:10]2[N:11]=[CH:12][C:13]([NH2:16])=[CH:14][CH:15]=2)[CH2:5]1. (4) Given the reactants [F:1][C:2]([F:18])([F:17])[C:3]1[CH:16]=[CH:15][C:14]2[S:13][C:12]3[C:7](=[CH:8][CH:9]=[CH:10][CH:11]=3)[NH:6][C:5]=2[CH:4]=1.[I:19]I, predict the reaction product. The product is: [I-:19].[F:18][C:2]([F:1])([F:17])[C:3]1[CH:16]=[CH:15][C:14]2[C:5](=[N:6][C:7]3[C:12]([S+:13]=2)=[CH:11][CH:10]=[CH:9][CH:8]=3)[CH:4]=1. (5) Given the reactants Br[C:2]1[CH:3]=[C:4]([NH:10][C:11]2[N:12]=[CH:13][N:14]([CH3:16])[CH:15]=2)[C:5](=[O:9])[N:6]([CH3:8])[CH:7]=1.[C:17]([O:20][CH2:21][C:22]1[C:23]([N:31]2[CH2:42][CH2:41][N:40]3[C:33](=[CH:34][C:35]4[CH2:36][C:37]([CH3:44])([CH3:43])[CH2:38][C:39]=43)[C:32]2=[O:45])=[N:24][CH:25]=[CH:26][C:27]=1B(O)O)(=[O:19])[CH3:18].[O-]P([O-])([O-])=O.[K+].[K+].[K+].C([O-])(=O)C.[Na+], predict the reaction product. The product is: [C:17]([O:20][CH2:21][C:22]1[C:23]([N:31]2[CH2:42][CH2:41][N:40]3[C:33](=[CH:34][C:35]4[CH2:36][C:37]([CH3:44])([CH3:43])[CH2:38][C:39]=43)[C:32]2=[O:45])=[N:24][CH:25]=[CH:26][C:27]=1[C:2]1[CH:3]=[C:4]([NH:10][C:11]2[N:12]=[CH:13][N:14]([CH3:16])[CH:15]=2)[C:5](=[O:9])[N:6]([CH3:8])[CH:7]=1)(=[O:19])[CH3:18]. (6) Given the reactants [N+:1]([C:4]1[CH:9]=[CH:8][C:7]([N:10]2[CH2:15][CH2:14][NH:13][CH2:12][CH2:11]2)=[CH:6][CH:5]=1)([O-:3])=[O:2].[O:16]1[CH2:21][CH2:20][C:19](=O)[CH2:18][CH2:17]1.C([BH3-])#N.[Na+].CO.ClCCl, predict the reaction product. The product is: [N+:1]([C:4]1[CH:5]=[CH:6][C:7]([N:10]2[CH2:15][CH2:14][N:13]([CH:19]3[CH2:20][CH2:21][O:16][CH2:17][CH2:18]3)[CH2:12][CH2:11]2)=[CH:8][CH:9]=1)([O-:3])=[O:2]. (7) The product is: [NH2:3][C:4]1[N:9]=[C:8]([NH:10][C@@H:11]([CH2:14][CH2:15][CH3:16])[CH2:12][OH:13])[C:7]([CH2:17][C:18]2[CH:23]=[CH:22][C:21]([CH2:24][C:25]([OH:31])=[O:1])=[CH:20][C:19]=2[O:27][CH3:28])=[C:6]([CH3:29])[N:5]=1. Given the reactants [OH-:1].[K+].[NH2:3][C:4]1[N:9]=[C:8]([NH:10][C@@H:11]([CH2:14][CH2:15][CH3:16])[CH2:12][OH:13])[C:7]([CH2:17][C:18]2[CH:23]=[CH:22][C:21]([CH2:24][C:25]#N)=[CH:20][C:19]=2[O:27][CH3:28])=[C:6]([CH3:29])[N:5]=1.C[OH:31], predict the reaction product. (8) Given the reactants [B:10]1([B:10]2[O:14][C:13]([CH3:16])([CH3:15])[C:12]([CH3:18])([CH3:17])[O:11]2)[O:14][C:13]([CH3:16])([CH3:15])[C:12]([CH3:18])([CH3:17])[O:11]1.C([O-])(=O)C.[K+].[CH3:24][C:25]1[CH:30]=[CH:29][N:28]2[C:31]([C:34]3[CH:35]=[C:36](OS(C(F)(F)F)(=O)=O)[CH:37]=[CH:38][CH:39]=3)=[CH:32][N:33]=[C:27]2[CH:26]=1, predict the reaction product. The product is: [CH3:24][C:25]1[CH:30]=[CH:29][N:28]2[C:31]([C:34]3[CH:39]=[CH:38][CH:37]=[C:36]([B:10]4[O:11][C:12]([CH3:17])([CH3:18])[C:13]([CH3:15])([CH3:16])[O:14]4)[CH:35]=3)=[CH:32][N:33]=[C:27]2[CH:26]=1.